The task is: Predict the reactants needed to synthesize the given product.. This data is from Full USPTO retrosynthesis dataset with 1.9M reactions from patents (1976-2016). Given the product [CH3:1][O:3][C:4](=[O:5])[C:6]1[CH:11]=[CH:10][C:9]([NH:12][C:13]2[S:14][C:25]3[CH2:26][CH2:27][CH2:28][CH:23]([C:19]4[CH:20]=[CH:21][CH:22]=[CH:17][CH:18]=4)[C:24]=3[N:15]=2)=[CH:8][CH:7]=1, predict the reactants needed to synthesize it. The reactants are: [CH2:1]([O:3][C:4]([C:6]1[CH:11]=[CH:10][C:9]([NH:12][C:13]([NH2:15])=[S:14])=[CH:8][CH:7]=1)=[O:5])C.Br[CH:17]1[CH2:22][CH2:21][CH2:20][CH:19]([C:23]2[CH:28]=[CH:27][CH:26]=[CH:25][CH:24]=2)[C:18]1=O.